From a dataset of Catalyst prediction with 721,799 reactions and 888 catalyst types from USPTO. Predict which catalyst facilitates the given reaction. (1) Reactant: [I:1][C:2]1[CH:3]=[C:4]2[C:8](=[CH:9][CH:10]=1)[NH:7][CH:6]=[CH:5]2.CI.[C:13]([O-])([O-])=O.[K+].[K+]. Product: [I:1][C:2]1[CH:3]=[C:4]2[C:8](=[CH:9][CH:10]=1)[N:7]([CH3:13])[CH:6]=[CH:5]2. The catalyst class is: 31. (2) Product: [Br:1][C:2]1[CH:3]=[C:4]([O:10][CH:12]([CH3:14])[CH3:13])[CH:5]=[C:6]([Br:9])[C:7]=1[CH3:8]. The catalyst class is: 3. Reactant: [Br:1][C:2]1[CH:3]=[C:4]([OH:10])[CH:5]=[C:6]([Br:9])[C:7]=1[CH3:8].I[CH:12]([CH3:14])[CH3:13].C(=O)([O-])[O-].[K+].[K+]. (3) Reactant: [Cl:1][C:2]1[CH:22]=[C:21]([C:23]([F:26])([F:25])[F:24])[CH:20]=[CH:19][C:3]=1[CH2:4][N:5]1[C:9](/[CH:10]=[CH:11]/[C:12]([OH:14])=O)=[CH:8][C:7]([O:15][CH:16]([CH3:18])[CH3:17])=[N:6]1.[CH3:27][CH:28]([CH3:35])[CH2:29][CH2:30][S:31]([NH2:34])(=[O:33])=[O:32].N12CCCN=C1CCCCC2. Product: [Cl:1][C:2]1[CH:22]=[C:21]([C:23]([F:26])([F:25])[F:24])[CH:20]=[CH:19][C:3]=1[CH2:4][N:5]1[C:9](/[CH:10]=[CH:11]/[C:12]([NH:34][S:31]([CH2:30][CH2:29][CH:28]([CH3:35])[CH3:27])(=[O:33])=[O:32])=[O:14])=[CH:8][C:7]([O:15][CH:16]([CH3:17])[CH3:18])=[N:6]1. The catalyst class is: 9. (4) Reactant: [Cl:1][C:2]1[CH:23]=[CH:22][C:5]([C:6]([NH:8][CH:9]2[CH2:14][CH2:13][CH2:12][N:11](C(OC(C)(C)C)=O)[CH2:10]2)=[O:7])=[CH:4][CH:3]=1.FC(F)(F)C(O)=O. The catalyst class is: 4. Product: [Cl:1][C:2]1[CH:23]=[CH:22][C:5]([C:6]([NH:8][CH:9]2[CH2:14][CH2:13][CH2:12][NH:11][CH2:10]2)=[O:7])=[CH:4][CH:3]=1. (5) Reactant: [OH:1][CH2:2][CH:3]1[CH2:8][NH:7][C:6](=[O:9])[CH2:5][O:4]1.C(N(CC)CC)C.[S:17](Cl)([C:20]1[CH:26]=[CH:25][C:23]([CH3:24])=[CH:22][CH:21]=1)(=[O:19])=[O:18]. Product: [CH3:24][C:23]1[CH:25]=[CH:26][C:20]([S:17]([O:1][CH2:2][CH:3]2[O:4][CH2:5][C:6](=[O:9])[NH:7][CH2:8]2)(=[O:19])=[O:18])=[CH:21][CH:22]=1. The catalyst class is: 4.